Dataset: Reaction yield outcomes from USPTO patents with 853,638 reactions. Task: Predict the reaction yield, written as a fraction of the theoretical maximum amount of product (1.0 means a 100% yield; for example, 0.34 means a 34% yield). The reactants are [CH2:1]([O:3][C:4](=[O:35])[C:5]1[CH:10]=[CH:9][CH:8]=[C:7]([O:11][C:12]2[CH:17]=[C:16]([NH:18][CH2:19][CH2:20][C:21]3[CH:26]=[CH:25][C:24]([O:27][CH3:28])=[C:23]([O:29][CH3:30])[CH:22]=3)[N:15]=[C:14](S(C)(=O)=O)[N:13]=2)[CH:6]=1)C.[CH3:36][O-:37].[Na+]. The catalyst is COCCOC. The product is [CH3:1][O:3][C:4](=[O:35])[C:5]1[CH:10]=[CH:9][CH:8]=[C:7]([O:11][C:12]2[CH:17]=[C:16]([NH:18][CH2:19][CH2:20][C:21]3[CH:26]=[CH:25][C:24]([O:27][CH3:28])=[C:23]([O:29][CH3:30])[CH:22]=3)[N:15]=[C:14]([O:37][CH3:36])[N:13]=2)[CH:6]=1. The yield is 0.440.